This data is from Forward reaction prediction with 1.9M reactions from USPTO patents (1976-2016). The task is: Predict the product of the given reaction. (1) Given the reactants N1C=CC([C:6]2[CH:15]=[CH:14][C:9]([C:10]([O:12]C)=[O:11])=[CH:8][CH:7]=2)=N1.BrC1C=CC(OC(F)(F)F)=CC=1.OC1C=CC=C2C=1N=CC=C2.C(=O)([O-])[O-].[Cs+].[Cs+], predict the reaction product. The product is: [C:10]([OH:12])(=[O:11])[C:9]1[CH:14]=[CH:15][CH:6]=[CH:7][CH:8]=1. (2) Given the reactants [NH2:1][C:2]1([C:14]([O:16][CH3:17])=[O:15])[CH2:7][CH2:6][C:5]([O:12][CH3:13])([C:8]([F:11])([F:10])[F:9])[CH2:4][CH2:3]1.C(N(CC)CC)C.[Br:25][C:26]1[CH:27]=[CH:28][C:29]([CH3:36])=[C:30]([CH2:32][C:33](Cl)=[O:34])[CH:31]=1, predict the reaction product. The product is: [Br:25][C:26]1[CH:27]=[CH:28][C:29]([CH3:36])=[C:30]([CH2:32][C:33]([NH:1][C:2]2([C:14]([O:16][CH3:17])=[O:15])[CH2:3][CH2:4][C:5]([O:12][CH3:13])([C:8]([F:11])([F:10])[F:9])[CH2:6][CH2:7]2)=[O:34])[CH:31]=1. (3) Given the reactants [C:1]([C:5]1[CH:6]=[CH:7][C:8]([O:14][CH3:15])=[C:9](B(O)O)[CH:10]=1)([CH3:4])([CH3:3])[CH3:2].I[C:17]1[N:22]=[C:21]([NH2:23])[N:20]=[C:19]([NH:24][CH3:25])[CH:18]=1, predict the reaction product. The product is: [C:1]([C:5]1[CH:6]=[CH:7][C:8]([O:14][CH3:15])=[C:9]([C:17]2[N:22]=[C:21]([NH2:23])[N:20]=[C:19]([NH:24][CH3:25])[CH:18]=2)[CH:10]=1)([CH3:4])([CH3:3])[CH3:2].